This data is from Forward reaction prediction with 1.9M reactions from USPTO patents (1976-2016). The task is: Predict the product of the given reaction. (1) Given the reactants [CH2:1]([O:3][C:4]([C:6]1[C:18](=[O:19])[N:17]([CH:20]2[CH2:24][CH2:23][CH2:22][CH2:21]2)[C:9]2[N:10]=[C:11](S(C)=O)[N:12]=[CH:13][C:8]=2[CH:7]=1)=[O:5])[CH3:2].[C:25]([O:29][C:30]([N:32]1[CH2:37][CH2:36][N:35]([C:38]2[CH:39]=[N:40][C:41]([NH2:44])=[CH:42][CH:43]=2)[CH2:34][CH2:33]1)=[O:31])([CH3:28])([CH3:27])[CH3:26].C1(C)C=CC=CC=1, predict the reaction product. The product is: [CH2:1]([O:3][C:4]([C:6]1[C:18](=[O:19])[N:17]([CH:20]2[CH2:24][CH2:23][CH2:22][CH2:21]2)[C:9]2[N:10]=[C:11]([NH:44][C:41]3[CH:42]=[CH:43][C:38]([N:35]4[CH2:36][CH2:37][N:32]([C:30]([O:29][C:25]([CH3:28])([CH3:27])[CH3:26])=[O:31])[CH2:33][CH2:34]4)=[CH:39][N:40]=3)[N:12]=[CH:13][C:8]=2[CH:7]=1)=[O:5])[CH3:2]. (2) Given the reactants C1(C)C=CC=CC=1.[Cl:8][C:9]1[CH:10]=[CH:11][C:12]([N:41]2[CH:45]=[N:44][N:43]=[N:42]2)=[C:13]([C:15]2[CH:23]=[C:22]3[N:18]([CH:19]([C:24]([NH:26][CH2:27][C:28]([C:30]4[S:34][C:33]([NH:35][C:36](=[O:39])[O:37][CH3:38])=[CH:32][CH:31]=4)=O)=O)[CH2:20][CH2:21]3)[C:17](=[O:40])[CH:16]=2)[CH:14]=1.C([O-])(=O)C.[NH4+:50].C(=O)([O-])O.[Na+], predict the reaction product. The product is: [CH3:38][O:37][C:36](=[O:39])[NH:35][C:33]1[S:34][C:30]([C:28]2[NH:50][C:24]([CH:19]3[N:18]4[C:22](=[CH:23][C:15]([C:13]5[CH:14]=[C:9]([Cl:8])[CH:10]=[CH:11][C:12]=5[N:41]5[CH:45]=[N:44][N:43]=[N:42]5)=[CH:16][C:17]4=[O:40])[CH2:21][CH2:20]3)=[N:26][CH:27]=2)=[CH:31][CH:32]=1.